This data is from TCR-epitope binding with 47,182 pairs between 192 epitopes and 23,139 TCRs. The task is: Binary Classification. Given a T-cell receptor sequence (or CDR3 region) and an epitope sequence, predict whether binding occurs between them. (1) The epitope is SEVGPEHSLAEY. The TCR CDR3 sequence is CASSAFIGQGSYEQYF. Result: 1 (the TCR binds to the epitope). (2) The epitope is VLWAHGFEL. The TCR CDR3 sequence is CATQGLGTDTQYF. Result: 1 (the TCR binds to the epitope).